Dataset: Catalyst prediction with 721,799 reactions and 888 catalyst types from USPTO. Task: Predict which catalyst facilitates the given reaction. (1) Reactant: [NH2:1][C:2]1[CH:7]=[CH:6][C:5]([Br:8])=[CH:4][N:3]=1.[C:9]([O:12][CH2:13][C:14](Cl)=[O:15])(=[O:11])[CH3:10].C(N(CC)CC)C.O. Product: [C:9]([O:12][CH2:13][C:14]([NH:1][C:2]1[CH:7]=[CH:6][C:5]([Br:8])=[CH:4][N:3]=1)=[O:15])(=[O:11])[CH3:10]. The catalyst class is: 2. (2) Reactant: [OH:1][CH:2]1[CH2:7][CH2:6][N:5]([C:8]([C:10]2[CH:15]=[C:14]([S:16]([CH3:19])(=[O:18])=[O:17])[CH:13]=[CH:12][C:11]=2[O:20][CH:21]([CH3:23])[CH3:22])=[O:9])[CH2:4][CH2:3]1.C(N(CC)CC)C.[CH3:31][S:32](Cl)(=[O:34])=[O:33]. Product: [CH:21]([O:20][C:11]1[CH:12]=[CH:13][C:14]([S:16]([CH3:19])(=[O:18])=[O:17])=[CH:15][C:10]=1[C:8]([N:5]1[CH2:4][CH2:3][CH:2]([O:1][S:32]([CH3:31])(=[O:34])=[O:33])[CH2:7][CH2:6]1)=[O:9])([CH3:23])[CH3:22]. The catalyst class is: 4. (3) Reactant: [C:1]([O:9][CH2:10][CH3:11])(=[O:8])[CH2:2][C:3]([O:5][CH2:6][CH3:7])=[O:4].CN(C=O)C.[OH-].[Na+].[CH2:19]([N:26]1[CH2:31][CH2:30][O:29][CH2:28][CH:27]1[CH2:32]Br)[C:20]1[CH:25]=[CH:24][CH:23]=[CH:22][CH:21]=1. Product: [CH2:19]([N:26]1[CH2:31][CH2:30][O:29][CH2:28][CH:27]1[CH2:32][CH:2]([C:3]([O:5][CH2:6][CH3:7])=[O:4])[C:1]([O:9][CH2:10][CH3:11])=[O:8])[C:20]1[CH:25]=[CH:24][CH:23]=[CH:22][CH:21]=1. The catalyst class is: 25. (4) Reactant: [C:1]([O:5][C:6]([N:8]1[CH2:13][CH2:12][CH:11]([C:14]([N:16]2[CH2:21][CH2:20][NH:19][CH2:18][C@@H:17]2[CH3:22])=[O:15])[CH2:10][CH2:9]1)=[O:7])([CH3:4])([CH3:3])[CH3:2].I[CH:24]([CH3:26])[CH3:25].C(=O)([O-])[O-].[K+].[K+]. Product: [CH:24]([N:19]1[CH2:20][CH2:21][N:16]([C:14]([CH:11]2[CH2:10][CH2:9][N:8]([C:6]([O:5][C:1]([CH3:4])([CH3:2])[CH3:3])=[O:7])[CH2:13][CH2:12]2)=[O:15])[C@@H:17]([CH3:22])[CH2:18]1)([CH3:26])[CH3:25]. The catalyst class is: 10. (5) Reactant: Cl[C:2]1[N:7]=[CH:6][C:5]2[O:8][C:9]3[C:14]([C@@:15]4([CH2:19][O:18][C:17]([NH2:20])=[N:16]4)[C:4]=2[CH:3]=1)=[CH:13][C:12]([C:21]1[CH:22]=[N:23][CH:24]=[CH:25][CH:26]=1)=[CH:11][CH:10]=3.Cl.[F:28][C:29]1([F:34])[CH2:33][CH2:32][NH:31][CH2:30]1.CN(C1C(C2C(P(C3CCCCC3)C3CCCCC3)=CC=CC=2)=CC=CC=1)C.C[Si]([N-][Si](C)(C)C)(C)C.[Li+]. Product: [F:28][C:29]1([F:34])[CH2:33][CH2:32][N:31]([C:2]2[N:7]=[CH:6][C:5]3[O:8][C:9]4[C:14]([C@@:15]5([CH2:19][O:18][C:17]([NH2:20])=[N:16]5)[C:4]=3[CH:3]=2)=[CH:13][C:12]([C:21]2[CH:22]=[N:23][CH:24]=[CH:25][CH:26]=2)=[CH:11][CH:10]=4)[CH2:30]1. The catalyst class is: 443. (6) Reactant: [C:1]([O:5][C:6]([N:8]1[C@@H:12]([CH2:13][CH:14]=[O:15])[CH2:11][O:10][C:9]1([CH3:17])[CH3:16])=[O:7])([CH3:4])([CH3:3])[CH3:2].[CH2:18]([Mg]Br)[CH3:19]. Product: [C:1]([O:5][C:6]([N:8]1[C@@H:12]([CH2:13][C@H:14]([OH:15])[CH2:18][CH3:19])[CH2:11][O:10][C:9]1([CH3:17])[CH3:16])=[O:7])([CH3:4])([CH3:3])[CH3:2]. The catalyst class is: 27. (7) Reactant: Br[CH:2]1[CH2:10][CH2:9][C:8]2[NH:7][N:6]=[C:5]([C:11]([F:14])([F:13])[F:12])[C:4]=2[C:3]1=[O:15].C(=O)([O-])[O-].[Li+].[Li+].[Br-].[Li+]. Product: [OH:15][C:3]1[CH:2]=[CH:10][CH:9]=[C:8]2[C:4]=1[C:5]([C:11]([F:14])([F:13])[F:12])=[N:6][NH:7]2. The catalyst class is: 9. (8) Reactant: [F:1][C:2]([F:26])([F:25])[O:3][C:4]1[CH:9]=[CH:8][C:7]([N:10]2[CH:14]=[N:13][C:12]([C:15]3[CH:20]=[CH:19][C:18]([CH2:21][CH2:22][CH2:23][NH2:24])=[CH:17][CH:16]=3)=[N:11]2)=[CH:6][CH:5]=1.[CH3:27][C:28]1[CH:33]=[CH:32][CH:31]=[CH:30][C:29]=1[N:34]=[C:35]=[O:36].C(N(CC)CC)C. Product: [C:28]1([CH3:27])[CH:33]=[CH:32][CH:31]=[CH:30][C:29]=1[NH:34][C:35]([NH:24][CH2:23][CH2:22][CH2:21][C:18]1[CH:19]=[CH:20][C:15]([C:12]2[N:13]=[CH:14][N:10]([C:7]3[CH:6]=[CH:5][C:4]([O:3][C:2]([F:1])([F:25])[F:26])=[CH:9][CH:8]=3)[N:11]=2)=[CH:16][CH:17]=1)=[O:36]. The catalyst class is: 96. (9) Reactant: [Si:1]([O:8][C@H:9]1[CH2:14][N:13]([C:15]([O:17][C:18]([CH3:21])([CH3:20])[CH3:19])=[O:16])[C@@H:12]([C:22](OCC)=[O:23])[CH2:11][CH2:10]1)([C:4]([CH3:7])([CH3:6])[CH3:5])([CH3:3])[CH3:2].[H-].[Al+3].[Li+].[H-].[H-].[H-]. Product: [Si:1]([O:8][C@H:9]1[CH2:14][N:13]([C:15]([O:17][C:18]([CH3:21])([CH3:20])[CH3:19])=[O:16])[C@@H:12]([CH2:22][OH:23])[CH2:11][CH2:10]1)([C:4]([CH3:7])([CH3:6])[CH3:5])([CH3:3])[CH3:2]. The catalyst class is: 1. (10) Reactant: [ClH:1].O1CCOCC1.C(OC([N:15]1[CH2:20][CH2:19][C:18]([NH:32]C(OC(C)(C)C)=O)([CH2:21][NH:22][C:23](=[O:31])[C:24]2[CH:29]=[CH:28][C:27]([Cl:30])=[CH:26][CH:25]=2)[CH2:17][CH2:16]1)=O)(C)(C)C. Product: [ClH:30].[ClH:1].[NH2:32][C:18]1([CH2:21][NH:22][C:23](=[O:31])[C:24]2[CH:25]=[CH:26][C:27]([Cl:30])=[CH:28][CH:29]=2)[CH2:19][CH2:20][NH:15][CH2:16][CH2:17]1. The catalyst class is: 5.